This data is from Reaction yield outcomes from USPTO patents with 853,638 reactions. The task is: Predict the reaction yield, written as a fraction of the theoretical maximum amount of product (1.0 means a 100% yield; for example, 0.34 means a 34% yield). (1) The reactants are Br[C:2]1[CH:3]=[CH:4][C:5]2[O:6][CH2:7][C:8](=[O:21])[N:9]([CH2:12][C:13]3[CH:18]=[CH:17][C:16]([O:19][CH3:20])=[CH:15][CH:14]=3)[C:10]=2[N:11]=1.[C:22](=[O:29])([O:24][C:25]([CH3:28])([CH3:27])[CH3:26])[NH2:23].C([O-])([O-])=O.[Cs+].[Cs+].CC1(C)C2C(=C(P(C3C=CC=CC=3)C3C=CC=CC=3)C=CC=2)OC2C(P(C3C=CC=CC=3)C3C=CC=CC=3)=CC=CC1=2. The catalyst is O1CCOCC1.C1C=CC(/C=C/C(/C=C/C2C=CC=CC=2)=O)=CC=1.C1C=CC(/C=C/C(/C=C/C2C=CC=CC=2)=O)=CC=1.C1C=CC(/C=C/C(/C=C/C2C=CC=CC=2)=O)=CC=1.[Pd].[Pd]. The product is [C:25]([O:24][C:22](=[O:29])[NH:23][C:2]1[CH:3]=[CH:4][C:5]2[O:6][CH2:7][C:8](=[O:21])[N:9]([CH2:12][C:13]3[CH:18]=[CH:17][C:16]([O:19][CH3:20])=[CH:15][CH:14]=3)[C:10]=2[N:11]=1)([CH3:28])([CH3:27])[CH3:26]. The yield is 0.960. (2) The reactants are [Cl-].O[NH3+:3].[C:4](=[O:7])([O-])[OH:5].[Na+].CS(C)=O.[O:13]=[C:14]1[C:19]([CH2:20][C:21]2[CH:26]=[CH:25][C:24]([C:27]3[C:28]([C:33]#[N:34])=[CH:29][CH:30]=[CH:31][CH:32]=3)=[CH:23][CH:22]=2)=[C:18]([CH2:35][CH2:36][CH3:37])[N:17]2[N:38]=[CH:39][N:40]=[C:16]2[N:15]1[C@H:41]1[CH2:46][CH2:45][C@H:44]([O:47][CH2:48][C:49]([OH:55])([CH3:54])[C:50]([F:53])([F:52])[F:51])[CH2:43][CH2:42]1. The catalyst is O.C(OCC)(=O)C. The product is [O:7]=[C:4]1[O:5][N:3]=[C:33]([C:28]2[CH:29]=[CH:30][CH:31]=[CH:32][C:27]=2[C:24]2[CH:25]=[CH:26][C:21]([CH2:20][C:19]3[C:14](=[O:13])[N:15]([C@H:41]4[CH2:46][CH2:45][C@H:44]([O:47][CH2:48][C:49]([OH:55])([CH3:54])[C:50]([F:52])([F:53])[F:51])[CH2:43][CH2:42]4)[C:16]4[N:17]([N:38]=[CH:39][N:40]=4)[C:18]=3[CH2:35][CH2:36][CH3:37])=[CH:22][CH:23]=2)[NH:34]1. The yield is 0.620.